From a dataset of Catalyst prediction with 721,799 reactions and 888 catalyst types from USPTO. Predict which catalyst facilitates the given reaction. (1) Reactant: Cl.Cl[CH2:3][C:4]1[CH:13]=[CH:12][C:11]2[C:6](=[C:7]([C:14]3[C:23]4[C:18](=[CH:19][CH:20]=[CH:21][CH:22]=4)[CH:17]=[CH:16][CH:15]=3)[CH:8]=[CH:9][CH:10]=2)[N:5]=1.[P:24]([O:31]CC)([O:28][CH2:29][CH3:30])[O:25][CH2:26][CH3:27].O. Product: [CH2:26]([O:25][P:24]([CH2:3][C:4]1[CH:13]=[CH:12][C:11]2[C:6](=[C:7]([C:14]3[C:23]4[C:18](=[CH:19][CH:20]=[CH:21][CH:22]=4)[CH:17]=[CH:16][CH:15]=3)[CH:8]=[CH:9][CH:10]=2)[N:5]=1)(=[O:31])[O:28][CH2:29][CH3:30])[CH3:27]. The catalyst class is: 25. (2) Reactant: [CH3:1][N:2]([CH3:16])[CH2:3][CH2:4][NH:5][C:6]1[CH:15]=[CH:14][C:9]([C:10]([O:12][CH3:13])=[O:11])=[CH:8][CH:7]=1.C(=O)(OC(C)(C)C)[O:18][C:19]([O:21][C:22]([CH3:25])([CH3:24])[CH3:23])=O. Product: [CH3:16][N:2]([CH3:1])[CH2:3][CH2:4][N:5]([C:19]([O:21][C:22]([CH3:25])([CH3:24])[CH3:23])=[O:18])[C:6]1[CH:15]=[CH:14][C:9]([C:10]([O:12][CH3:13])=[O:11])=[CH:8][CH:7]=1. The catalyst class is: 1.